This data is from Forward reaction prediction with 1.9M reactions from USPTO patents (1976-2016). The task is: Predict the product of the given reaction. (1) Given the reactants C([O:3][C:4]([CH:6]1[CH2:11][CH2:10][N:9]([C:12]2[CH:21]=[CH:20][C:19]3[C:14](=[CH:15][CH:16]=[C:17]([Cl:34])[C:18]=3[C:22]([NH:24][CH2:25][CH2:26][C:27]3[CH:32]=[CH:31][CH:30]=[CH:29][C:28]=3[F:33])=[O:23])[N:13]=2)[CH2:8][CH2:7]1)=[O:5])C.Cl, predict the reaction product. The product is: [Cl:34][C:17]1[C:18]([C:22]([NH:24][CH2:25][CH2:26][C:27]2[CH:32]=[CH:31][CH:30]=[CH:29][C:28]=2[F:33])=[O:23])=[C:19]2[C:14](=[CH:15][CH:16]=1)[N:13]=[C:12]([N:9]1[CH2:10][CH2:11][CH:6]([C:4]([OH:5])=[O:3])[CH2:7][CH2:8]1)[CH:21]=[CH:20]2. (2) Given the reactants [CH:1]([O:4][C:5]1[CH:10]=[CH:9][C:8]([C:11]2[O:12][C:13]([CH3:18])=[C:14]([CH3:17])[N+:15]=2[O-])=[CH:7][CH:6]=1)([CH3:3])[CH3:2].Cl.P(Cl)(Cl)([Cl:22])=O.N, predict the reaction product. The product is: [Cl:22][CH2:17][C:14]1[N:15]=[C:11]([C:8]2[CH:9]=[CH:10][C:5]([O:4][CH:1]([CH3:3])[CH3:2])=[CH:6][CH:7]=2)[O:12][C:13]=1[CH3:18]. (3) Given the reactants Cl[C:2]1[C:7]([CH:8]=[O:9])=[C:6]([N:10]2[C:22](=[O:23])[C:14]3=[CH:15][N:16]4[C:21]([CH2:20][CH2:19][CH2:18][CH2:17]4)=[C:13]3[CH:12]=[N:11]2)[N:5]=[CH:4][CH:3]=1.[CH3:24][N:25]1[CH:30]=[C:29](B2OC(C)(C)C(C)(C)O2)[CH:28]=[C:27]([NH:40][C:41]2[CH:46]=[CH:45][C:44]([N:47]3[CH2:52][CH2:51][N:50]([CH:53]4[CH2:56][O:55][CH2:54]4)[CH2:49][CH2:48]3)=[CH:43][N:42]=2)[C:26]1=[O:57].C([O-])([O-])=O.[Na+].[Na+].CN(C=O)C, predict the reaction product. The product is: [CH3:24][N:25]1[C:26](=[O:57])[C:27]([NH:40][C:41]2[CH:46]=[CH:45][C:44]([N:47]3[CH2:52][CH2:51][N:50]([CH:53]4[CH2:54][O:55][CH2:56]4)[CH2:49][CH2:48]3)=[CH:43][N:42]=2)=[CH:28][C:29]([C:2]2[C:7]([CH:8]=[O:9])=[C:6]([N:10]3[C:22](=[O:23])[C:14]4=[CH:15][N:16]5[C:21]([CH2:20][CH2:19][CH2:18][CH2:17]5)=[C:13]4[CH:12]=[N:11]3)[N:5]=[CH:4][CH:3]=2)=[CH:30]1. (4) Given the reactants Cl[C:2]1[C:11]2[C:6](=[CH:7][C:8]([F:12])=[CH:9][CH:10]=2)[N:5]=[C:4]([C:13]2[CH:18]=[CH:17][CH:16]=[CH:15][N:14]=2)[C:3]=1[CH3:19].[NH2:20][C:21]1[C:22]([C:33]#[N:34])=[N:23][CH:24]=[C:25]([N:27]2[CH2:32][CH2:31][O:30][CH2:29][CH2:28]2)[CH:26]=1.Cl.O1CCOCC1, predict the reaction product. The product is: [F:12][C:8]1[CH:7]=[C:6]2[C:11]([C:2]([NH:20][C:21]3[C:22]([C:33]#[N:34])=[N:23][CH:24]=[C:25]([N:27]4[CH2:28][CH2:29][O:30][CH2:31][CH2:32]4)[CH:26]=3)=[C:3]([CH3:19])[C:4]([C:13]3[CH:18]=[CH:17][CH:16]=[CH:15][N:14]=3)=[N:5]2)=[CH:10][CH:9]=1. (5) Given the reactants [CH:1]([O:3][CH2:4][CH3:5])=[O:2].[Cl:6][CH2:7][C:8](OCC)=[O:9].CC(C)([O-])C.[K+].S(=O)(=O)(O)O, predict the reaction product. The product is: [Cl:6][CH:7]([CH:8]=[O:9])[C:1]([O:3][CH2:4][CH3:5])=[O:2].